From a dataset of Retrosynthesis with 50K atom-mapped reactions and 10 reaction types from USPTO. Predict the reactants needed to synthesize the given product. Given the product CC=CC(=O)O[C@H]1CC[C@H](c2ccc(CN(C)C)cc2)CC1, predict the reactants needed to synthesize it. The reactants are: C/C=C/C(=O)O.CN(C)Cc1ccc([C@H]2CC[C@H](O)CC2)cc1.